This data is from Forward reaction prediction with 1.9M reactions from USPTO patents (1976-2016). The task is: Predict the product of the given reaction. Given the reactants [F:1][C:2]1[CH:3]=[C:4]([C:8]2[N:12]=[C:11]([CH:13]3[CH2:18][CH:17]([C:19]4[CH:24]=[CH:23][C:22]([O:25][C:26]([F:29])([F:28])[F:27])=[CH:21][CH:20]=4)[CH2:16][N:15]([C:30](Cl)=[O:31])[CH2:14]3)[O:10][N:9]=2)[CH:5]=[CH:6][CH:7]=1.Cl.[F:34][C:35]1([F:41])[CH2:40][CH2:39][NH:38][CH2:37][CH2:36]1, predict the reaction product. The product is: [F:34][C:35]1([F:41])[CH2:40][CH2:39][N:38]([C:30]([N:15]2[CH2:16][CH:17]([C:19]3[CH:24]=[CH:23][C:22]([O:25][C:26]([F:29])([F:28])[F:27])=[CH:21][CH:20]=3)[CH2:18][CH:13]([C:11]3[O:10][N:9]=[C:8]([C:4]4[CH:5]=[CH:6][CH:7]=[C:2]([F:1])[CH:3]=4)[N:12]=3)[CH2:14]2)=[O:31])[CH2:37][CH2:36]1.